From a dataset of Peptide-MHC class I binding affinity with 185,985 pairs from IEDB/IMGT. Regression. Given a peptide amino acid sequence and an MHC pseudo amino acid sequence, predict their binding affinity value. This is MHC class I binding data. (1) The peptide sequence is VSIAYNAL. The MHC is H-2-Db with pseudo-sequence H-2-Db. The binding affinity (normalized) is 0.257. (2) The peptide sequence is SAYYLDIGF. The MHC is HLA-B15:01 with pseudo-sequence HLA-B15:01. The binding affinity (normalized) is 0.872. (3) The peptide sequence is ALFDRPAFK. The MHC is HLA-A02:06 with pseudo-sequence HLA-A02:06. The binding affinity (normalized) is 0.465. (4) The peptide sequence is VEAMVSRARI. The MHC is HLA-B40:01 with pseudo-sequence HLA-B40:01. The binding affinity (normalized) is 0.235. (5) The peptide sequence is PVETLFGSY. The MHC is HLA-A11:01 with pseudo-sequence HLA-A11:01. The binding affinity (normalized) is 0.289.